Dataset: Human liver microsome stability data. Task: Regression/Classification. Given a drug SMILES string, predict its absorption, distribution, metabolism, or excretion properties. Task type varies by dataset: regression for continuous measurements (e.g., permeability, clearance, half-life) or binary classification for categorical outcomes (e.g., BBB penetration, CYP inhibition). Dataset: hlm. (1) The result is 1 (stable in human liver microsomes). The compound is Cc1c(Nc2c(C#N)cncc2-c2cc3cc(CN4CCN(C)CC4)ccc3o2)ccc2[nH]ccc12. (2) The drug is CC#C[C@@H](Cc1nn[nH]n1)c1ccc(OCc2ccc3scc(-c4ccccc4C(F)(F)F)c3c2)cc1. The result is 1 (stable in human liver microsomes).